The task is: Predict the reactants needed to synthesize the given product.. This data is from Full USPTO retrosynthesis dataset with 1.9M reactions from patents (1976-2016). (1) Given the product [C:12]([C:11]1[CH:14]=[CH:15][C:8]([N:4]2[CH:5]=[CH:6][CH:7]=[C:3]2[CH:1]=[CH:22][C:17]([O:19][CH2:20][CH3:21])=[O:18])=[C:9]([CH3:16])[CH:10]=1)#[N:13], predict the reactants needed to synthesize it. The reactants are: [CH:1]([C:3]1[N:4]([C:8]2[CH:15]=[CH:14][C:11]([C:12]#[N:13])=[CH:10][C:9]=2[CH3:16])[CH:5]=[CH:6][CH:7]=1)=O.[C:17]([CH:22]=P(C1C=CC=CC=1)(C1C=CC=CC=1)C1C=CC=CC=1)([O:19][CH2:20][CH3:21])=[O:18]. (2) Given the product [Cl:1][C:2]1[N:3]=[CH:4][C:5]2[NH:18][C:9]([C:10]3[C:15]([F:16])=[CH:14][CH:13]=[CH:12][C:11]=3[Cl:17])=[CH:8][C:6]=2[N:7]=1, predict the reactants needed to synthesize it. The reactants are: [Cl:1][C:2]1[N:7]=[C:6]([C:8]#[C:9][C:10]2[C:15]([F:16])=[CH:14][CH:13]=[CH:12][C:11]=2[Cl:17])[C:5]([NH2:18])=[CH:4][N:3]=1.CC(C)([O-])C.[K+].CCOC(C)=O. (3) The reactants are: C(O[C:4](=[O:33])[CH2:5][N:6]1[CH:10]([C:11]2[CH:16]=[CH:15][CH:14]=[CH:13][C:12]=2[F:17])[C:9]([C:25]2[CH:30]=[CH:29][C:28]([F:31])=[CH:27][CH:26]=2)([C:18]2[CH:23]=[CH:22][C:21]([F:24])=[CH:20][CH:19]=2)[O:8][C:7]1=[O:32])C.O.[NH2:35][NH2:36]. Given the product [F:17][C:12]1[CH:13]=[CH:14][CH:15]=[CH:16][C:11]=1[C@H:10]1[C:9]([C:18]2[CH:23]=[CH:22][C:21]([F:24])=[CH:20][CH:19]=2)([C:25]2[CH:26]=[CH:27][C:28]([F:31])=[CH:29][CH:30]=2)[O:8][C:7](=[O:32])[N:6]1[CH2:5][C:4]([NH:35][NH2:36])=[O:33], predict the reactants needed to synthesize it. (4) Given the product [NH2:19][C:16]1[CH:17]=[CH:18][C:13]([O:12][C:10]2[CH:9]=[CH:8][N:7]=[C:6]([NH:5][C:3]([N:2]([CH3:23])[CH3:1])=[O:4])[CH:11]=2)=[C:14]([F:22])[CH:15]=1, predict the reactants needed to synthesize it. The reactants are: [CH3:1][N:2]([CH3:23])[C:3]([NH:5][C:6]1[CH:11]=[C:10]([O:12][C:13]2[CH:18]=[CH:17][C:16]([N+:19]([O-])=O)=[CH:15][C:14]=2[F:22])[CH:9]=[CH:8][N:7]=1)=[O:4].[Cl-].[NH4+].C(OCC)(=O)C.O1CCCC1.C(OCC)C.CCCCCC. (5) Given the product [CH3:2][O:3][C:34]1[CH:35]=[C:30]([C:8]2[CH:9]=[C:10]3[C:14](=[CH:15][CH:7]=2)[NH:13][N:12]=[C:11]3[C:16]([NH:18][CH2:19][CH:20]2[CH2:25][CH2:24][N:23]([CH2:26][C:27]([OH:29])=[O:28])[CH2:22][CH2:21]2)=[O:17])[CH:31]=[N:32][CH:33]=1, predict the reactants needed to synthesize it. The reactants are: O.[CH:2](O)=[O:3].CO[C:7]1[CH:15]=[C:14]2[C:10]([C:11]([C:16]([NH:18][CH2:19][CH:20]3[CH2:25][CH2:24][N:23]([CH2:26][C:27]([OH:29])=[O:28])[CH2:22][CH2:21]3)=[O:17])=[N:12][NH:13]2)=[CH:9][C:8]=1[C:30]1[CH:31]=[N:32][CH:33]=[CH:34][CH:35]=1.C(OC(=O)CN1CCC(CNC(C2C3C(=CC=C(Br)C=3)NN=2)=O)CC1)C.COC1C=C(B(O)O)C=NC=1. (6) Given the product [NH2:14][C:9]1[CH:10]=[N:11][CH:12]=[CH:13][C:8]=1[N:6]1[CH2:7][C@H:2]([CH3:1])[CH2:3][C@H:4]([NH:17][C:18](=[O:24])[O:19][C:20]([CH3:23])([CH3:22])[CH3:21])[CH2:5]1, predict the reactants needed to synthesize it. The reactants are: [CH3:1][C@H:2]1[CH2:7][N:6]([C:8]2[CH:13]=[CH:12][N:11]=[CH:10][C:9]=2[N+:14]([O-])=O)[CH2:5][C@@H:4]([NH:17][C:18](=[O:24])[O:19][C:20]([CH3:23])([CH3:22])[CH3:21])[CH2:3]1.[H][H]. (7) Given the product [C:20]([O:19][C:18]([NH:17][CH2:16][CH2:15][O:1][C:2]1[CH:3]=[C:4]([CH2:9][C:10]([OH:12])=[O:11])[CH:5]=[CH:6][C:7]=1[O:8][CH2:15][CH2:16][NH:17][C:25]([O:28][C:20]([CH3:23])([CH3:22])[CH3:21])=[O:26])=[O:24])([CH3:23])([CH3:22])[CH3:21], predict the reactants needed to synthesize it. The reactants are: [OH:1][C:2]1[CH:3]=[C:4]([CH2:9][C:10]([O:12]C)=[O:11])[CH:5]=[CH:6][C:7]=1[OH:8].Br[CH2:15][CH2:16][NH:17][C:18](=[O:24])[O:19][C:20]([CH3:23])([CH3:22])[CH3:21].[C:25]([O-:28])([O-])=[O:26].[K+].[K+].[OH-].[Na+].Cl. (8) Given the product [Cl:7][C:8]1[CH:9]=[CH:10][C:11]([C:14]2([C:17]([N:1]3[CH2:5][CH2:4][CH:3]([OH:6])[CH2:2]3)=[O:18])[CH2:15][CH2:16]2)=[CH:12][CH:13]=1, predict the reactants needed to synthesize it. The reactants are: [NH:1]1[CH2:5][CH2:4][CH:3]([OH:6])[CH2:2]1.[Cl:7][C:8]1[CH:13]=[CH:12][C:11]([C:14]2([C:17](O)=[O:18])[CH2:16][CH2:15]2)=[CH:10][CH:9]=1.F[P-](F)(F)(F)(F)F.N1(O[P+](N(C)C)(N(C)C)N(C)C)C2C=CC=CC=2N=N1.CN1CCOCC1.CN(C)C=O. (9) The reactants are: [OH:1][C:2]1[C:7]([C:8]([O:10][CH2:11][CH3:12])=[O:9])=[CH:6][N:5]=[C:4]2[S:13][C:14]([CH2:16][OH:17])=[CH:15][C:3]=12.[C:18](=O)([O-])[O-].[K+].[K+].IC. Given the product [OH:17][CH2:16][C:14]1[S:13][C:4]2[N:5]([CH3:18])[CH:6]=[C:7]([C:8]([O:10][CH2:11][CH3:12])=[O:9])[C:2](=[O:1])[C:3]=2[CH:15]=1, predict the reactants needed to synthesize it.